This data is from hERG Central: cardiac toxicity at 1µM, 10µM, and general inhibition. The task is: Predict hERG channel inhibition at various concentrations. (1) The molecule is COc1cc(Br)c(-c2sc(Nc3ccccc3)n[n+]2-c2ccccc2)cc1OC.[Cl-]. Results: hERG_inhib (hERG inhibition (general)): blocker. (2) The drug is Cc1ccc(C(=O)C2CCN(CC(=O)N3CCN(c4ccc(F)cc4)CC3)CC2)cc1. Results: hERG_inhib (hERG inhibition (general)): blocker. (3) The molecule is O=C(CCN1CCN(c2ccccc2)CC1)c1ccc(Br)cc1. Results: hERG_inhib (hERG inhibition (general)): blocker. (4) The molecule is COc1ccc(S(=O)(=O)NCC(c2ccc(C)cc2)N2CCN(C)CC2)cc1. Results: hERG_inhib (hERG inhibition (general)): blocker. (5) The molecule is Cc1noc(C)c1S(=O)(=O)N1CCN(c2ccc([N+](=O)[O-])cc2)CC1. Results: hERG_inhib (hERG inhibition (general)): blocker.